Dataset: Reaction yield outcomes from USPTO patents with 853,638 reactions. Task: Predict the reaction yield, written as a fraction of the theoretical maximum amount of product (1.0 means a 100% yield; for example, 0.34 means a 34% yield). (1) The reactants are [CH2:1]([N:4]1[CH2:13][CH2:12][C:11]2[C:6](=[CH:7][CH:8]=[CH:9][CH:10]=2)[CH2:5]1)[C:2]#[CH:3].Br[C:15]1[CH:20]=[CH:19][CH:18]=[C:17]([N+:21]([O-:23])=[O:22])[CH:16]=1. The catalyst is C(N(CC)CC)C.[Cu]I.C1C=CC([P]([Pd]([P](C2C=CC=CC=2)(C2C=CC=CC=2)C2C=CC=CC=2)([P](C2C=CC=CC=2)(C2C=CC=CC=2)C2C=CC=CC=2)[P](C2C=CC=CC=2)(C2C=CC=CC=2)C2C=CC=CC=2)(C2C=CC=CC=2)C2C=CC=CC=2)=CC=1. The product is [N+:21]([C:17]1[CH:16]=[C:15]([C:3]#[C:2][CH2:1][N:4]2[CH2:13][CH2:12][C:11]3[C:6](=[CH:7][CH:8]=[CH:9][CH:10]=3)[CH2:5]2)[CH:20]=[CH:19][CH:18]=1)([O-:23])=[O:22]. The yield is 0.660. (2) The yield is 0.990. The product is [S:25]([O:6][CH2:5][C:4]1[CH:7]=[C:8]([O:10][C:11]([F:12])([F:13])[F:14])[CH:9]=[C:2]([Cl:1])[CH:3]=1)(=[O:27])(=[O:26])[CH3:24]. The catalyst is C(Cl)Cl. The reactants are [Cl:1][C:2]1[CH:3]=[C:4]([CH:7]=[C:8]([O:10][C:11]([F:14])([F:13])[F:12])[CH:9]=1)[CH2:5][OH:6].CCN(C(C)C)C(C)C.[CH3:24][S:25](Cl)(=[O:27])=[O:26]. (3) The reactants are C[O:2][C:3](=[O:27])[C:4]1[CH:9]=[CH:8][C:7]([NH:10][C:11](=[O:26])[CH:12]([C:19]2[CH:24]=[CH:23][C:22]([Cl:25])=[CH:21][CH:20]=2)[CH2:13][CH:14]2[CH2:18][CH2:17][CH2:16][CH2:15]2)=[N:6][CH:5]=1.[OH-].[Na+].O. The catalyst is O1CCCC1.O.CO. The product is [Cl:25][C:22]1[CH:21]=[CH:20][C:19]([CH:12]([CH2:13][CH:14]2[CH2:15][CH2:16][CH2:17][CH2:18]2)[C:11]([NH:10][C:7]2[CH:8]=[CH:9][C:4]([C:3]([OH:27])=[O:2])=[CH:5][N:6]=2)=[O:26])=[CH:24][CH:23]=1. The yield is 0.315. (4) The reactants are [CH2:1]([O:3][C:4](=[O:31])[CH2:5][C:6]([CH3:30])([CH3:29])[C:7]#[C:8][C:9]1[CH:14]=[C:13]([N+:15]([O-:17])=[O:16])[CH:12]=[CH:11][C:10]=1[NH:18][CH2:19][CH2:20][O:21][Si](C(C)(C)C)(C)C)[CH3:2].CCCC[N+](CCCC)(CCCC)CCCC.[F-]. The catalyst is CC#N.Cl[Pd]Cl. The product is [CH2:1]([O:3][C:4](=[O:31])[CH2:5][C:6]([C:7]1[N:18]([CH2:19][CH2:20][OH:21])[C:10]2[C:9]([CH:8]=1)=[CH:14][C:13]([N+:15]([O-:17])=[O:16])=[CH:12][CH:11]=2)([CH3:30])[CH3:29])[CH3:2]. The yield is 0.600. (5) The reactants are [CH:1]1[C:10]2[C:5](=[CH:6][C:7]([C:11](=O)[CH2:12][C:13]3[CH:18]=[CH:17][CH:16]=[CH:15][CH:14]=3)=[CH:8][CH:9]=2)[CH:4]=[CH:3][N:2]=1.[CH2:20]([O:22][C:23]1[CH:24]=[C:25]([CH:28]=[C:29]([N+:32]([O-:34])=[O:33])[C:30]=1[OH:31])[CH:26]=O)[CH3:21].[NH2:35][C:36]([NH2:38])=[O:37].Cl. The catalyst is C(O)C. The product is [CH2:20]([O:22][C:23]1[CH:24]=[C:25]([CH:26]2[C:12]([C:13]3[CH:18]=[CH:17][CH:16]=[CH:15][CH:14]=3)=[C:11]([C:7]3[CH:6]=[C:5]4[C:10](=[CH:9][CH:8]=3)[CH:1]=[N:2][CH:3]=[CH:4]4)[NH:38][C:36](=[O:37])[NH:35]2)[CH:28]=[C:29]([N+:32]([O-:34])=[O:33])[C:30]=1[OH:31])[CH3:21]. The yield is 0.343. (6) The reactants are [CH:1]1([CH2:4][O:5][C:6]2[CH:7]=[C:8]([CH:16]([N:21]3[C:29](=[O:30])[C:28]4[C:23](=[CH:24][CH:25]=[CH:26][CH:27]=4)[C:22]3=[O:31])[CH2:17][C:18](O)=[O:19])[CH:9]=[CH:10][C:11]=2[O:12][CH:13]([F:15])[F:14])[CH2:3][CH2:2]1.C(N1C=CN=C1)(N1C=CN=C1)=O.Cl.[NH2:45][OH:46].O. The catalyst is O1CCCC1. The product is [CH:1]1([CH2:4][O:5][C:6]2[CH:7]=[C:8]([CH:16]([N:21]3[C:29](=[O:30])[C:28]4[C:23](=[CH:24][CH:25]=[CH:26][CH:27]=4)[C:22]3=[O:31])[CH2:17][C:18]([NH:45][OH:46])=[O:19])[CH:9]=[CH:10][C:11]=2[O:12][CH:13]([F:15])[F:14])[CH2:3][CH2:2]1. The yield is 0.610. (7) The reactants are [CH:1]1([C:7]([C:9]2S[C:16]3[CH:15]=[CH:14][N:13]=[CH:12][C:11]=3[C:10]=2[CH3:18])=O)[CH2:6][CH2:5][CH2:4][CH2:3][CH2:2]1.[NH2:19][C:20]1[CH:29]=[CH:28][C:23]([C:24]([O:26]C)=[O:25])=[CH:22][CH:21]=1.C(=O)([O-])[OH:31].[Na+].C([BH3-])#N.[Na+].[OH-].[Na+].C(N)CN. The catalyst is O1CCCC1.[Ti](Cl)(Cl)(Cl)Cl.C(O)C.C(O)(=O)C.C(Cl)Cl.C(N(CC)CC)C. The product is [CH:1]1([CH:7]([NH:19][C:20]2[CH:29]=[CH:28][C:23]([C:24]([OH:26])=[O:25])=[CH:22][CH:21]=2)[C:9]2[O:31][C:16]3[CH:15]=[CH:14][N:13]=[CH:12][C:11]=3[C:10]=2[CH3:18])[CH2:6][CH2:5][CH2:4][CH2:3][CH2:2]1. The yield is 0.340. (8) The product is [Cl:1][C:2]1[CH:36]=[CH:35][C:5]([CH2:6][CH2:7][N:8]2[CH2:13][CH2:12][N:11]([C:14]3[CH:19]=[CH:18][C:17]4[C:20]5[CH2:21][NH:22][CH2:23][CH2:24][C:25]=5[O:26][C:16]=4[CH:15]=3)[C:10](=[O:34])[CH2:9]2)=[CH:4][CH:3]=1. The reactants are [Cl:1][C:2]1[CH:36]=[CH:35][C:5]([CH2:6][CH2:7][N:8]2[CH2:13][CH2:12][N:11]([C:14]3[CH:19]=[CH:18][C:17]4[C:20]5[CH2:21][N:22](C(OC(C)(C)C)=O)[CH2:23][CH2:24][C:25]=5[O:26][C:16]=4[CH:15]=3)[C:10](=[O:34])[CH2:9]2)=[CH:4][CH:3]=1.Cl. The yield is 1.00. The catalyst is CO.CCOCC. (9) The reactants are [O:1]1[C:6]2=[CH:7][CH:8]=[CH:9][C:5]2=[CH:4][CH:3]=[C:2]1[N:10]([C:35]1[CH:40]=[CH:39][CH:38]=[CH:37][CH:36]=1)[C:11]([CH:13]([N:24]([CH3:34])[C:25]1[CH:33]=[CH:32][C:28]([C:29](O)=[O:30])=[CH:27][CH:26]=1)[C:14]1[CH:19]=[CH:18][C:17]([C:20]([CH3:23])([CH3:22])[CH3:21])=[CH:16][CH:15]=1)=[O:12].C1C=CC2N(O)N=NC=2C=1.CCN=C=NCCCN(C)C.[NH2:62][CH2:63][CH2:64][S:65]([OH:68])(=[O:67])=[O:66].CCN(C(C)C)C(C)C. The catalyst is CN(C=O)C. The product is [O:1]1[C:6]2=[CH:7][CH:8]=[CH:9][C:5]2=[CH:4][CH:3]=[C:2]1[N:10]([C:35]1[CH:40]=[CH:39][CH:38]=[CH:37][CH:36]=1)[C:11]([CH:13]([N:24]([CH3:34])[C:25]1[CH:26]=[CH:27][C:28]([C:29]([NH:62][CH2:63][CH2:64][S:65]([OH:68])(=[O:67])=[O:66])=[O:30])=[CH:32][CH:33]=1)[C:14]1[CH:15]=[CH:16][C:17]([C:20]([CH3:23])([CH3:22])[CH3:21])=[CH:18][CH:19]=1)=[O:12]. The yield is 0.390. (10) The reactants are Cl[C:2]1[N:3]([CH2:25][CH:26]2[CH2:30][CH2:29][O:28][CH2:27]2)[C:4]2[C:9]([N:10]=1)=[C:8]([N:11]1[CH2:16][CH2:15][O:14][CH2:13][CH2:12]1)[N:7]=[C:6]([C:17]1[CH:18]=[N:19][C:20]([NH:23][CH3:24])=[N:21][CH:22]=1)[N:5]=2.[CH3:31][S:32]([N:35]1[CH2:40][CH2:39][NH:38][CH2:37][CH2:36]1)(=[O:34])=[O:33]. The catalyst is CS(C)=O. The product is [CH3:24][NH:23][C:20]1[N:19]=[CH:18][C:17]([C:6]2[N:5]=[C:4]3[C:9]([N:10]=[C:2]([N:38]4[CH2:39][CH2:40][N:35]([S:32]([CH3:31])(=[O:34])=[O:33])[CH2:36][CH2:37]4)[N:3]3[CH2:25][CH:26]3[CH2:30][CH2:29][O:28][CH2:27]3)=[C:8]([N:11]3[CH2:16][CH2:15][O:14][CH2:13][CH2:12]3)[N:7]=2)=[CH:22][N:21]=1. The yield is 0.250.